This data is from Catalyst prediction with 721,799 reactions and 888 catalyst types from USPTO. The task is: Predict which catalyst facilitates the given reaction. (1) Reactant: [F:1][C:2]1[CH:24]=[C:23]([N+:25]([O-])=O)[CH:22]=[CH:21][C:3]=1[O:4][C:5]1[CH:10]=[CH:9][C:8]([C:11]#[C:12][C:13]2[CH:18]=[CH:17][CH:16]=[CH:15][N:14]=2)=[CH:7][C:6]=1[O:19][CH3:20].C1COCC1. Product: [F:1][C:2]1[CH:24]=[C:23]([CH:22]=[CH:21][C:3]=1[O:4][C:5]1[CH:10]=[CH:9][C:8]([CH2:11][CH2:12][C:13]2[CH:18]=[CH:17][CH:16]=[CH:15][N:14]=2)=[CH:7][C:6]=1[O:19][CH3:20])[NH2:25]. The catalyst class is: 8. (2) Reactant: [NH2:1][CH2:2][CH2:3][CH2:4][CH2:5][CH2:6][CH2:7][N:8]1[CH:12]=[C:11]([C:13]2[CH:14]=[C:15]([CH:33]=[CH:34][CH:35]=2)[C:16]([NH:18][C:19]2[C:20]([C:30]([O-:32])=O)=[N:21][N:22]([CH:24]3[CH2:29][CH2:28][O:27][CH2:26][CH2:25]3)[CH:23]=2)=[O:17])[CH:10]=[N:9]1.[Li+].C(N(C(C)C)C(C)C)C.F[P-](F)(F)(F)(F)F.N1(O[P+](N(C)C)(N(C)C)N(C)C)C2C=CC=CC=2N=N1. Product: [O:27]1[CH2:26][CH2:25][CH:24]([N:22]2[CH:23]=[C:19]3[C:20]([C:30](=[O:32])[NH:1][CH2:2][CH2:3][CH2:4][CH2:5][CH2:6][CH2:7][N:8]4[CH:12]=[C:11]([C:13]5[CH:14]=[C:15]([C:16](=[O:17])[NH:18]3)[CH:33]=[CH:34][CH:35]=5)[CH:10]=[N:9]4)=[N:21]2)[CH2:29][CH2:28]1. The catalyst class is: 3. (3) Reactant: [Br:1][C:2]1[CH:17]=[CH:16][C:5]2[N:6]=[C:7]([CH2:9][C:10]3[O:14][C:13](O)=[N:12][N:11]=3)[S:8][C:4]=2[CH:3]=1.CCN(C(C)C)C(C)C.F[P-](F)(F)(F)(F)F.[N:34]1(O[P+](N(C)C)(N(C)C)N(C)C)[C:38]2C=C[CH:41]=[CH:42][C:37]=2[N:36]=N1.CN(C=[O:58])C. Product: [Br:1][C:2]1[CH:17]=[CH:16][C:5]2[N:6]=[C:7]([CH2:9][C:10]3[O:14][C:13]([NH:36][C@H:37]4[CH2:42][CH2:41][NH:34][C:38]4=[O:58])=[N:12][N:11]=3)[S:8][C:4]=2[CH:3]=1. The catalyst class is: 25. (4) Reactant: C(O[C:6]([N:8]1[CH2:13][CH2:12][CH:11]([NH:14][C:15]([N:17]2[C@@:21]([C:23]3[CH:28]=[CH:27][C:26]([Cl:29])=[CH:25][CH:24]=3)([CH3:22])[C@@:20]([C:31]3[CH:36]=[CH:35][C:34]([Cl:37])=[CH:33][CH:32]=3)([CH3:30])[N:19]=[C:18]2[C:38]2[CH:39]=[N:40][C:41]([C:47]([CH3:50])([CH3:49])[CH3:48])=[CH:42][C:43]=2[O:44][CH2:45][CH3:46])=[O:16])[CH2:10][CH2:9]1)=[O:7])(C)(C)C.[CH2:51]([N:53]=C=O)[CH3:52]. Product: [CH2:51]([NH:53][C:6]([N:8]1[CH2:9][CH2:10][CH:11]([NH:14][C:15]([N:17]2[C@@:21]([C:23]3[CH:24]=[CH:25][C:26]([Cl:29])=[CH:27][CH:28]=3)([CH3:22])[C@@:20]([C:31]3[CH:36]=[CH:35][C:34]([Cl:37])=[CH:33][CH:32]=3)([CH3:30])[N:19]=[C:18]2[C:38]2[CH:39]=[N:40][C:41]([C:47]([CH3:50])([CH3:48])[CH3:49])=[CH:42][C:43]=2[O:44][CH2:45][CH3:46])=[O:16])[CH2:12][CH2:13]1)=[O:7])[CH3:52]. The catalyst class is: 4. (5) Reactant: CS(C)=O.C(Cl)(=O)C(Cl)=O.[O:11]1[CH2:15][CH2:14][O:13][C:12]21[CH2:21][C@@H:20]1[C@H:16]2[CH2:17][C@H:18]([OH:22])[CH2:19]1.C(N(CC)CC)C. Product: [O:11]1[CH2:15][CH2:14][O:13][C:12]21[CH2:21][C@@H:20]1[C@H:16]2[CH2:17][C:18](=[O:22])[CH2:19]1. The catalyst class is: 2. (6) Reactant: [C:1]1([C:7]2[NH:8][C:9]3[C:14]([CH:15]=2)=[CH:13][CH:12]=[CH:11][CH:10]=3)[CH:6]=[CH:5][CH:4]=[CH:3][CH:2]=1.[H-].[Na+].Cl[CH2:19][C:20]1[CH:39]=[CH:38][C:23]([CH2:24][O:25][C:26]2[CH:31]=[CH:30][C:29]([CH2:32][CH2:33][C:34]([O:36][CH3:37])=[O:35])=[CH:28][CH:27]=2)=[CH:22][CH:21]=1. The catalyst class is: 42. Product: [C:1]1([C:7]2[N:8]([CH2:19][C:20]3[CH:39]=[CH:38][C:23]([CH2:24][O:25][C:26]4[CH:31]=[CH:30][C:29]([CH2:32][CH2:33][C:34]([O:36][CH3:37])=[O:35])=[CH:28][CH:27]=4)=[CH:22][CH:21]=3)[C:9]3[C:14]([CH:15]=2)=[CH:13][CH:12]=[CH:11][CH:10]=3)[CH:6]=[CH:5][CH:4]=[CH:3][CH:2]=1.